From a dataset of Forward reaction prediction with 1.9M reactions from USPTO patents (1976-2016). Predict the product of the given reaction. (1) Given the reactants [C:1]1([C@H:7]([NH2:9])[CH3:8])[CH:6]=[CH:5][CH:4]=[CH:3][CH:2]=1.C[Al](C)C.[F:14][C:15]1([F:22])[CH2:21][CH2:20][CH2:19][C@@H:18]2[C@H:16]1[O:17]2, predict the reaction product. The product is: [F:14][C:15]1([F:22])[CH2:21][CH2:20][CH2:19][CH:18]([NH:9][C@@H:7]([C:1]2[CH:6]=[CH:5][CH:4]=[CH:3][CH:2]=2)[CH3:8])[CH:16]1[OH:17]. (2) Given the reactants Br[C:2]1[S:15][C:5]2[C:6](=[O:14])[N:7]([CH2:10][CH2:11][CH2:12][CH3:13])[C:8](=[O:9])[C:4]=2[CH:3]=1.C([Sn](CCCC)(CCCC)[C:21]1[S:22][CH:23]=[CH:24][CH:25]=1)CCC, predict the reaction product. The product is: [CH2:10]([N:7]1[C:6](=[O:14])[C:5]2[S:15][C:2]([C:21]3[S:22][CH:23]=[CH:24][CH:25]=3)=[CH:3][C:4]=2[C:8]1=[O:9])[CH2:11][CH2:12][CH3:13]. (3) The product is: [Cl:23][C:14]1[C:13]2[CH:12]=[CH:11][C:10]([NH:9][C:3]3[CH:4]=[CH:5][C:6]([F:8])=[CH:7][C:2]=3[F:1])=[N:19][C:18]=2[CH:17]=[N:16][N:15]=1. Given the reactants [F:1][C:2]1[CH:7]=[C:6]([F:8])[CH:5]=[CH:4][C:3]=1[NH:9][C:10]1[CH:11]=[CH:12][C:13]2[C:14](=O)[NH:15][N:16]=[CH:17][C:18]=2[N:19]=1.P(Cl)(Cl)([Cl:23])=O, predict the reaction product. (4) Given the reactants [C:1]([O:5][C:6]([NH:8][CH:9]([CH2:15][C:16]1[CH:21]=[CH:20][CH:19]=[CH:18][CH:17]=1)[CH:10]([OH:14])[C:11]([OH:13])=O)=[O:7])([CH3:4])([CH3:3])[CH3:2].[CH:22]1([NH2:25])[CH2:24][CH2:23]1.C(Cl)CCl.C1C=CC2N(O)N=NC=2C=1.CCN(CC)CC, predict the reaction product. The product is: [CH:22]1([NH:25][C:11](=[O:13])[CH:10]([OH:14])[CH:9]([NH:8][C:6](=[O:7])[O:5][C:1]([CH3:2])([CH3:3])[CH3:4])[CH2:15][C:16]2[CH:21]=[CH:20][CH:19]=[CH:18][CH:17]=2)[CH2:24][CH2:23]1. (5) The product is: [Cl:25][CH:17]1[C:16](=[O:23])[C:15]2[C:14]3[C:22]4=[C:10]([O:9][CH2:8][CH:7]([C:1]5[CH:2]=[CH:3][CH:4]=[CH:5][CH:6]=5)[N:21]4[C:20]=2[CH2:19][CH2:18]1)[CH:11]=[CH:12][CH:13]=3. Given the reactants [C:1]1([CH:7]2[N:21]3[C:22]4[C:14]([C:15]5[C:16](=[O:23])[CH2:17][CH2:18][CH2:19][C:20]=53)=[CH:13][CH:12]=[CH:11][C:10]=4[O:9][CH2:8]2)[CH:6]=[CH:5][CH:4]=[CH:3][CH:2]=1.[Li+].[Cl-:25], predict the reaction product. (6) Given the reactants C(N(CC)CC)C.Cl[C:9]([O:11][CH:12]1[CH2:17][CH2:16][CH2:15][CH2:14][CH2:13]1)=[O:10].[CH:18](=[O:26])[C:19]1[C:20](=[CH:22][CH:23]=[CH:24][CH:25]=1)[OH:21].O, predict the reaction product. The product is: [CH:12]1([O:11][C:9]([O:21][C:20]2[CH:22]=[CH:23][CH:24]=[CH:25][C:19]=2[CH:18]=[O:26])=[O:10])[CH2:17][CH2:16][CH2:15][CH2:14][CH2:13]1. (7) Given the reactants [C:9](O[C:9]([O:11][C:12]([CH3:15])([CH3:14])[CH3:13])=[O:10])([O:11][C:12]([CH3:15])([CH3:14])[CH3:13])=[O:10].C([N:23]1[CH2:29][CH2:28][CH2:27][O:26][C@H:25]([CH2:30][O:31]CC2C=CC=CC=2)[CH2:24]1)C1C=CC=CC=1, predict the reaction product. The product is: [OH:31][CH2:30][C@@H:25]1[CH2:24][N:23]([C:9]([O:11][C:12]([CH3:13])([CH3:14])[CH3:15])=[O:10])[CH2:29][CH2:28][CH2:27][O:26]1.